This data is from Forward reaction prediction with 1.9M reactions from USPTO patents (1976-2016). The task is: Predict the product of the given reaction. (1) Given the reactants [C:1]1([S:7]([N:10]2[C:14]3=[N:15][CH:16]=[C:17]([C:19]([O:21][CH3:22])=[O:20])[CH:18]=[C:13]3[CH:12]=[CH:11]2)(=[O:9])=[O:8])[CH:6]=[CH:5][CH:4]=[CH:3][CH:2]=1.[Br:23]N1C(=O)CCC1=O, predict the reaction product. The product is: [Br:23][C:12]1[C:13]2[C:14](=[N:15][CH:16]=[C:17]([C:19]([O:21][CH3:22])=[O:20])[CH:18]=2)[N:10]([S:7]([C:1]2[CH:2]=[CH:3][CH:4]=[CH:5][CH:6]=2)(=[O:9])=[O:8])[CH:11]=1. (2) Given the reactants Br[C:2]1[CH:11]=[C:10]2[C:5]([C:6]([CH3:26])=[C:7]([C:15]([NH:17][CH2:18][C:19]3[CH:24]=[CH:23][C:22]([F:25])=[CH:21][CH:20]=3)=[O:16])[C:8]([CH:12]3[CH2:14][CH2:13]3)=[N:9]2)=[CH:4][CH:3]=1.[CH3:27][N:28](CCN(C)C)C.CCOC(C)=O.C1CCCCC1, predict the reaction product. The product is: [C:27]([C:2]1[CH:11]=[C:10]2[C:5]([C:6]([CH3:26])=[C:7]([C:15]([NH:17][CH2:18][C:19]3[CH:24]=[CH:23][C:22]([F:25])=[CH:21][CH:20]=3)=[O:16])[C:8]([CH:12]3[CH2:13][CH2:14]3)=[N:9]2)=[CH:4][CH:3]=1)#[N:28]. (3) Given the reactants [CH2:1]([O:8][C:9]1[CH:14]=[CH:13][N:12]([CH2:15][C:16]([C:18]2[CH:23]=[CH:22][C:21]([CH2:24]Br)=[CH:20][C:19]=2[CH3:26])=[O:17])[C:11](=[O:27])[CH:10]=1)[C:2]1[CH:7]=[CH:6][CH:5]=[CH:4][CH:3]=1.[OH:28][C:29]1([CH3:34])[CH2:33][CH2:32][NH:31][CH2:30]1.C([O-])([O-])=O.[K+].[K+], predict the reaction product. The product is: [CH2:1]([O:8][C:9]1[CH:14]=[CH:13][N:12]([CH2:15][C:16]([C:18]2[CH:23]=[CH:22][C:21]([CH2:24][N:31]3[CH2:32][CH2:33][C:29]([OH:28])([CH3:34])[CH2:30]3)=[CH:20][C:19]=2[CH3:26])=[O:17])[C:11](=[O:27])[CH:10]=1)[C:2]1[CH:7]=[CH:6][CH:5]=[CH:4][CH:3]=1. (4) Given the reactants [CH2:1]([N:8]1[CH2:14][CH:13]2[C:15]([C:17]3[CH:22]=[CH:21][CH:20]=[C:19](Br)[CH:18]=3)([OH:16])[CH:10]([CH2:11][CH2:12]2)[CH2:9]1)[C:2]1[CH:7]=[CH:6][CH:5]=[CH:4][CH:3]=1.[CH3:24][N:25](C=O)C, predict the reaction product. The product is: [CH2:1]([N:8]1[CH2:14][CH:13]2[C:15]([C:17]3[CH:18]=[C:19]([CH:20]=[CH:21][CH:22]=3)[C:24]#[N:25])([OH:16])[CH:10]([CH2:11][CH2:12]2)[CH2:9]1)[C:2]1[CH:7]=[CH:6][CH:5]=[CH:4][CH:3]=1. (5) Given the reactants [F:1][C:2]([F:27])([F:26])[C:3]1[CH:8]=[CH:7][C:6]([C:9]2[C:13]3[CH:14]=[CH:15][C:16](OS(C(F)(F)F)(=O)=O)=[CH:17][C:12]=3[S:11][N:10]=2)=[CH:5][CH:4]=1.[CH3:28][C:29]([N:33]([CH2:37][CH3:38])[CH2:34][CH2:35][OH:36])([CH3:32])[C:30]#[CH:31], predict the reaction product. The product is: [CH3:32][C:29]([N:33]([CH2:37][CH3:38])[CH2:34][CH2:35][OH:36])([CH3:28])[C:30]#[C:31][C:16]1[CH:15]=[CH:14][C:13]2[C:9]([C:6]3[CH:5]=[CH:4][C:3]([C:2]([F:26])([F:1])[F:27])=[CH:8][CH:7]=3)=[N:10][S:11][C:12]=2[CH:17]=1. (6) Given the reactants [Li+].C[Si]([N-][Si](C)(C)C)(C)C.[CH3:11][CH2:12][O:13]C(C)=O.[CH:17]([C:19]1[C:20]([NH:27][C:28]2[CH:29]=[C:30]([NH:34][C:35](=[O:41])[O:36][C:37]([CH3:40])([CH3:39])[CH3:38])[CH:31]=[CH:32][CH:33]=2)=[N:21][C:22]([S:25][CH3:26])=[N:23][CH:24]=1)=O, predict the reaction product. The product is: [CH3:26][S:25][C:22]1[N:23]=[CH:24][C:19]2[CH:17]=[CH:11][C:12](=[O:13])[N:27]([C:28]3[CH:29]=[C:30]([NH:34][C:35](=[O:41])[O:36][C:37]([CH3:40])([CH3:39])[CH3:38])[CH:31]=[CH:32][CH:33]=3)[C:20]=2[N:21]=1. (7) Given the reactants [H-].[Na+].[Cl:3][C:4]1[CH:21]=[CH:20][C:7]([O:8][CH2:9][C:10]2[NH:11][C:12]3[C:18]([CH3:19])=[CH:17][CH:16]=[CH:15][C:13]=3[N:14]=2)=[CH:6][CH:5]=1.[CH2:22]([O:24][C:25]([CH:27]([CH2:31][C:32]1[CH:37]=[CH:36][CH:35]=[CH:34][CH:33]=1)[CH2:28][CH2:29]Br)=[O:26])[CH3:23].O, predict the reaction product. The product is: [CH2:22]([O:24][C:25]([CH:27]([CH2:31][C:32]1[CH:33]=[CH:34][CH:35]=[CH:36][CH:37]=1)[CH2:28][CH2:29][N:14]1[C:13]2[CH:15]=[CH:16][CH:17]=[C:18]([CH3:19])[C:12]=2[N:11]=[C:10]1[CH2:9][O:8][C:7]1[CH:20]=[CH:21][C:4]([Cl:3])=[CH:5][CH:6]=1)=[O:26])[CH3:23]. (8) Given the reactants [Cl:1][C:2]1[CH:3]=[CH:4][C:5]2[N:28]3[CH:29]=[CH:30][CH:31]=[C:27]3[C:8]3([CH2:13][CH2:12][N:11]([C:14]([C:16]4[CH:21]=[CH:20][C:19]([CH2:22][CH:23]=[O:24])=[C:18]([O:25][CH3:26])[CH:17]=4)=[O:15])[CH2:10][CH2:9]3)[O:7][C:6]=2[CH:32]=1.[BH4-].[Na+], predict the reaction product. The product is: [Cl:1][C:2]1[CH:3]=[CH:4][C:5]2[N:28]3[CH:29]=[CH:30][CH:31]=[C:27]3[C:8]3([CH2:9][CH2:10][N:11]([C:14]([C:16]4[CH:21]=[CH:20][C:19]([CH2:22][CH2:23][OH:24])=[C:18]([O:25][CH3:26])[CH:17]=4)=[O:15])[CH2:12][CH2:13]3)[O:7][C:6]=2[CH:32]=1. (9) Given the reactants N([O-])=O.[Na+].[N+:5]([C:8]1[CH:14]=[CH:13][C:11]([NH2:12])=[CH:10][CH:9]=1)([O-:7])=[O:6].[N-:15]=[N+:16]=[N-].[Na+], predict the reaction product. The product is: [N:12]([C:11]1[CH:13]=[CH:14][C:8]([N+:5]([O-:7])=[O:6])=[CH:9][CH:10]=1)=[N+:15]=[N-:16]. (10) Given the reactants [C:1]([O:5][C:6]([N:8]([CH:32]1[CH2:37][CH2:36][N:35]([C:38]([O:40][C:41]([CH3:44])([CH3:43])[CH3:42])=[O:39])[CH2:34][CH2:33]1)[C:9]1[CH:14]=[CH:13][C:12]([C:15]2[CH:16]=[C:17]3[C:23](I)=[CH:22][N:21]([C:25]([O:27][C:28]([CH3:31])([CH3:30])[CH3:29])=[O:26])[C:18]3=[N:19][CH:20]=2)=[CH:11][CH:10]=1)=[O:7])([CH3:4])([CH3:3])[CH3:2].[F:45][C:46]1[CH:47]=[C:48]([CH:66]=[CH:67][CH:68]=1)[CH2:49][N:50]1[C:54]([CH3:55])=[C:53](B2OC(C)(C)C(C)(C)O2)[C:52]([CH3:65])=[N:51]1.C(=O)([O-])[O-].[Na+].[Na+], predict the reaction product. The product is: [C:1]([O:5][C:6]([N:8]([CH:32]1[CH2:37][CH2:36][N:35]([C:38]([O:40][C:41]([CH3:44])([CH3:43])[CH3:42])=[O:39])[CH2:34][CH2:33]1)[C:9]1[CH:14]=[CH:13][C:12]([C:15]2[CH:16]=[C:17]3[C:23]([C:53]4[C:52]([CH3:65])=[N:51][N:50]([CH2:49][C:48]5[CH:66]=[CH:67][CH:68]=[C:46]([F:45])[CH:47]=5)[C:54]=4[CH3:55])=[CH:22][N:21]([C:25]([O:27][C:28]([CH3:31])([CH3:30])[CH3:29])=[O:26])[C:18]3=[N:19][CH:20]=2)=[CH:11][CH:10]=1)=[O:7])([CH3:4])([CH3:3])[CH3:2].